From a dataset of NCI-60 drug combinations with 297,098 pairs across 59 cell lines. Regression. Given two drug SMILES strings and cell line genomic features, predict the synergy score measuring deviation from expected non-interaction effect. (1) Drug 1: CC=C1C(=O)NC(C(=O)OC2CC(=O)NC(C(=O)NC(CSSCCC=C2)C(=O)N1)C(C)C)C(C)C. Drug 2: B(C(CC(C)C)NC(=O)C(CC1=CC=CC=C1)NC(=O)C2=NC=CN=C2)(O)O. Cell line: MALME-3M. Synergy scores: CSS=58.7, Synergy_ZIP=4.14, Synergy_Bliss=7.14, Synergy_Loewe=-18.9, Synergy_HSA=5.42. (2) Drug 1: C1=NC2=C(N=C(N=C2N1C3C(C(C(O3)CO)O)F)Cl)N. Drug 2: CN(CCCl)CCCl.Cl. Cell line: SK-MEL-2. Synergy scores: CSS=26.6, Synergy_ZIP=2.75, Synergy_Bliss=8.96, Synergy_Loewe=3.88, Synergy_HSA=4.95. (3) Drug 1: CC1C(C(CC(O1)OC2CC(CC3=C2C(=C4C(=C3O)C(=O)C5=C(C4=O)C(=CC=C5)OC)O)(C(=O)C)O)N)O.Cl. Drug 2: CN(CCCl)CCCl.Cl. Cell line: NCI-H460. Synergy scores: CSS=33.9, Synergy_ZIP=1.38, Synergy_Bliss=2.77, Synergy_Loewe=-14.6, Synergy_HSA=1.38. (4) Drug 1: C1=CC=C(C(=C1)C(C2=CC=C(C=C2)Cl)C(Cl)Cl)Cl. Drug 2: CC12CCC3C(C1CCC2O)C(CC4=C3C=CC(=C4)O)CCCCCCCCCS(=O)CCCC(C(F)(F)F)(F)F. Cell line: HL-60(TB). Synergy scores: CSS=5.76, Synergy_ZIP=-2.48, Synergy_Bliss=-4.30, Synergy_Loewe=3.02, Synergy_HSA=-4.48. (5) Drug 1: CCCCCOC(=O)NC1=NC(=O)N(C=C1F)C2C(C(C(O2)C)O)O. Drug 2: CC1=C(C(=O)C2=C(C1=O)N3CC4C(C3(C2COC(=O)N)OC)N4)N. Cell line: RXF 393. Synergy scores: CSS=-0.136, Synergy_ZIP=-0.365, Synergy_Bliss=-2.06, Synergy_Loewe=-7.55, Synergy_HSA=-3.79. (6) Drug 1: CS(=O)(=O)C1=CC(=C(C=C1)C(=O)NC2=CC(=C(C=C2)Cl)C3=CC=CC=N3)Cl. Drug 2: CC(C)NC(=O)C1=CC=C(C=C1)CNNC.Cl. Cell line: MOLT-4. Synergy scores: CSS=-11.6, Synergy_ZIP=-2.91, Synergy_Bliss=-12.1, Synergy_Loewe=-15.2, Synergy_HSA=-14.9.